From a dataset of Full USPTO retrosynthesis dataset with 1.9M reactions from patents (1976-2016). Predict the reactants needed to synthesize the given product. Given the product [CH2:1]([O:3][C:4](=[O:23])[CH2:5][N:6]([CH2:17][C:18]([O:20][CH2:21][CH3:22])=[O:19])[C:7]1[CH:12]=[C:11]([C:13]([NH2:34])=[O:14])[CH:10]=[CH:9][C:8]=1[CH3:16])[CH3:2], predict the reactants needed to synthesize it. The reactants are: [CH2:1]([O:3][C:4](=[O:23])[CH2:5][N:6]([CH2:17][C:18]([O:20][CH2:21][CH3:22])=[O:19])[C:7]1[CH:12]=[C:11]([C:13](O)=[O:14])[CH:10]=[CH:9][C:8]=1[CH3:16])[CH3:2].ClCCl.C(Cl)(=O)C(Cl)=O.C[N:34](C)C=O.